From a dataset of Forward reaction prediction with 1.9M reactions from USPTO patents (1976-2016). Predict the product of the given reaction. Given the reactants [C:1]([C:5]1[CH:6]=[C:7]([NH:18][C:19]([NH:21][C@@H:22]2[C:31]3[C:26](=[CH:27][CH:28]=[CH:29][CH:30]=3)[C@H:25]([O:32][C:33]3[CH:34]=[CH:35][C:36]4[N:37]([C:39]([N:42]5[CH2:47][CH2:46][CH2:45][CH2:44][C@@H:43]5[CH3:48])=[N:40][N:41]=4)[CH:38]=3)[CH2:24][CH2:23]2)=[O:20])[N:8]([C:10]2[CH:15]=[CH:14][C:13]([CH:16]=O)=[CH:12][CH:11]=2)[N:9]=1)([CH3:4])([CH3:3])[CH3:2].[NH:49]1[CH2:53][CH2:52][CH2:51][CH2:50]1.[C:54]([O:57][BH-](OC(=O)C)OC(=O)C)(=[O:56])C.[Na+].O, predict the reaction product. The product is: [CH:54]([OH:57])=[O:56].[C:1]([C:5]1[CH:6]=[C:7]([NH:18][C:19]([NH:21][C@@H:22]2[C:31]3[C:26](=[CH:27][CH:28]=[CH:29][CH:30]=3)[C@H:25]([O:32][C:33]3[CH:34]=[CH:35][C:36]4[N:37]([C:39]([N:42]5[CH2:47][CH2:46][CH2:45][CH2:44][C@@H:43]5[CH3:48])=[N:40][N:41]=4)[CH:38]=3)[CH2:24][CH2:23]2)=[O:20])[N:8]([C:10]2[CH:15]=[CH:14][C:13]([CH2:16][N:49]3[CH2:53][CH2:52][CH2:51][CH2:50]3)=[CH:12][CH:11]=2)[N:9]=1)([CH3:4])([CH3:2])[CH3:3].